Dataset: Forward reaction prediction with 1.9M reactions from USPTO patents (1976-2016). Task: Predict the product of the given reaction. (1) Given the reactants [Cl:1][C:2]1[CH:3]=[C:4]([CH:10]=[CH:11][C:12]=1[OH:13])[C:5]([O:7][CH2:8][CH3:9])=[O:6].C1C=CC(N[S:21]([C:24]([F:27])([F:26])[F:25])(=[O:23])=[O:22])=CC=1, predict the reaction product. The product is: [Cl:1][C:2]1[CH:3]=[C:4]([CH:10]=[CH:11][C:12]=1[O:13][S:21]([C:24]([F:27])([F:26])[F:25])(=[O:23])=[O:22])[C:5]([O:7][CH2:8][CH3:9])=[O:6]. (2) Given the reactants [NH2:1][C@H:2]([C:13]([NH:15][C:16]1[CH:21]=[CH:20][CH:19]=[CH:18][CH:17]=1)=[O:14])[CH2:3][C:4]1[C:12]2[C:7](=[CH:8][CH:9]=[CH:10][CH:11]=2)[NH:6][CH:5]=1.[NH:22]([C:50]([O:52][C:53]([CH3:56])([CH3:55])[CH3:54])=[O:51])[C@H:23]([C:39]([NH:41][C@H:42]([C:47](O)=[O:48])[CH2:43][C:44](=[O:46])[NH2:45])=[O:40])[CH2:24][C:25]1[CH:30]=[CH:29][C:28]([O:31][CH2:32][C:33]2[CH:38]=[CH:37][CH:36]=[CH:35][CH:34]=2)=[CH:27][CH:26]=1.C(Cl)CCl.C1C=CC2N(O)N=NC=2C=1, predict the reaction product. The product is: [NH:22]([C:50]([O:52][C:53]([CH3:56])([CH3:55])[CH3:54])=[O:51])[C@H:23]([C:39]([NH:41][C@H:42]([C:47]([NH:1][C@H:2]([C:13]([NH:15][C:16]1[CH:21]=[CH:20][CH:19]=[CH:18][CH:17]=1)=[O:14])[CH2:3][C:4]1[C:12]2[C:7](=[CH:8][CH:9]=[CH:10][CH:11]=2)[NH:6][CH:5]=1)=[O:48])[CH2:43][C:44](=[O:46])[NH2:45])=[O:40])[CH2:24][C:25]1[CH:30]=[CH:29][C:28]([O:31][CH2:32][C:33]2[CH:38]=[CH:37][CH:36]=[CH:35][CH:34]=2)=[CH:27][CH:26]=1. (3) Given the reactants [CH:1]1([S:4]([C:7]2[CH:12]=[CH:11][CH:10]=[CH:9][C:8]=2[C:13]2[CH:18]=[CH:17][C:16](B3OC(C)(C)C(C)(C)O3)=[C:15]([F:28])[CH:14]=2)(=[O:6])=[O:5])[CH2:3][CH2:2]1.[NH2:29][C:30]1[N:35]=[C:34]([C:36]#[N:37])[C:33](Br)=[CH:32][CH:31]=1, predict the reaction product. The product is: [NH2:29][C:30]1[N:35]=[C:34]([C:36]#[N:37])[C:33]([C:16]2[CH:17]=[CH:18][C:13]([C:8]3[CH:9]=[CH:10][CH:11]=[CH:12][C:7]=3[S:4]([CH:1]3[CH2:3][CH2:2]3)(=[O:6])=[O:5])=[CH:14][C:15]=2[F:28])=[CH:32][CH:31]=1. (4) Given the reactants [C:1]1([C:7]2[N:11]3[CH:12]=[CH:13][CH:14]=[CH:15][C:10]3=[N:9][C:8]=2[C:16]2[CH:23]=[CH:22][C:19]([CH:20]=O)=[CH:18][CH:17]=2)[CH:6]=[CH:5][CH:4]=[CH:3][CH:2]=1.C(N(CC)CC)C.Cl.Cl.[NH:33]1[CH2:38][CH2:37][CH:36]([C:39]2[CH:43]=[C:42]([C:44]3[CH:49]=[CH:48][CH:47]=[CH:46][N:45]=3)[NH:41][N:40]=2)[CH2:35][CH2:34]1.C(O)(=O)C.[BH-](OC(C)=O)(OC(C)=O)OC(C)=O.[Na+], predict the reaction product. The product is: [C:1]1([C:7]2[N:11]3[CH:12]=[CH:13][CH:14]=[CH:15][C:10]3=[N:9][C:8]=2[C:16]2[CH:23]=[CH:22][C:19]([CH2:20][N:33]3[CH2:34][CH2:35][CH:36]([C:39]4[NH:40][N:41]=[C:42]([C:44]5[CH:49]=[CH:48][CH:47]=[CH:46][N:45]=5)[CH:43]=4)[CH2:37][CH2:38]3)=[CH:18][CH:17]=2)[CH:6]=[CH:5][CH:4]=[CH:3][CH:2]=1. (5) Given the reactants [OH-].[Na+].[OH:3][C:4]1[CH:9]=[CH:8][CH:7]=[CH:6][C:5]=1[CH2:10][CH2:11][C:12]([NH:14][CH2:15][CH2:16][CH2:17][N:18]1[CH2:23][CH2:22][O:21][CH2:20][CH2:19]1)=[O:13].Br[CH2:25][CH2:26][CH2:27][CH2:28][CH2:29][CH2:30][CH2:31][CH2:32][CH2:33][CH2:34][CH2:35][CH2:36][CH2:37][CH2:38][CH2:39][CH2:40][CH2:41][CH3:42].Cl, predict the reaction product. The product is: [O:21]1[CH2:22][CH2:23][N:18]([CH2:17][CH2:16][CH2:15][NH:14][C:12](=[O:13])[CH2:11][CH2:10][C:5]2[CH:6]=[CH:7][CH:8]=[CH:9][C:4]=2[O:3][CH2:42][CH2:41][CH2:40][CH2:39][CH2:38][CH2:37][CH2:36][CH2:35][CH2:34][CH2:33][CH2:32][CH2:31][CH2:30][CH2:29][CH2:28][CH2:27][CH2:26][CH3:25])[CH2:19][CH2:20]1. (6) Given the reactants [Cl:1][C:2]1[N:7]=[C:6]([NH2:8])[C:5]([CH3:9])=[CH:4][N:3]=1.Br[C:11]1[CH:18]=[CH:17][C:14]([C:15]#[N:16])=[C:13]([Cl:19])[CH:12]=1.C([O-])([O-])=O.[Cs+].[Cs+].C1(P(C2C=CC=CC=2)C2C3OC4C(=CC=CC=4P(C4C=CC=CC=4)C4C=CC=CC=4)C(C)(C)C=3C=CC=2)C=CC=CC=1, predict the reaction product. The product is: [Cl:1][C:2]1[N:7]=[C:6]([NH:8][C:11]2[CH:18]=[CH:17][C:14]([C:15]#[N:16])=[C:13]([Cl:19])[CH:12]=2)[C:5]([CH3:9])=[CH:4][N:3]=1. (7) Given the reactants ClC(Cl)(Cl)C[O:4][C:5]([C@@H:7]1[CH2:12][CH2:11][CH2:10][N:9]([C:13](=[O:54])[C@@H:14]([NH:16][C:17](=[O:53])[C@@H:18]([O:22][C:23]([C:25]2(/[CH:31]=[CH:32]/[C:33]3[CH:42]=[C:41]4[C:36]([CH:37]=[CH:38][C:39]([C@H:43]([NH:45][C:46]([O:48][C:49]([CH3:52])([CH3:51])[CH3:50])=[O:47])[CH3:44])=[N:40]4)=[CH:35][CH:34]=3)[CH2:30][CH2:29][CH2:28][CH2:27][O:26]2)=[O:24])[CH:19]([CH3:21])[CH3:20])[CH3:15])[NH:8]1)=[O:6].[OH-].[Na+].Cl, predict the reaction product. The product is: [C:49]([O:48][C:46]([NH:45][C@@H:43]([C:39]1[CH:38]=[CH:37][C:36]2[C:41](=[CH:42][C:33](/[CH:32]=[CH:31]/[C:25]3([C:23]([O:22][C@@H:18]([CH:19]([CH3:21])[CH3:20])[C:17]([NH:16][C@@H:14]([CH3:15])[C:13]([N:9]4[CH2:10][CH2:11][CH2:12][C@@H:7]([C:5]([OH:6])=[O:4])[NH:8]4)=[O:54])=[O:53])=[O:24])[CH2:30][CH2:29][CH2:28][CH2:27][O:26]3)=[CH:34][CH:35]=2)[N:40]=1)[CH3:44])=[O:47])([CH3:52])([CH3:50])[CH3:51]. (8) Given the reactants [S:1]1[CH:5]=[CH:4][C:3]2[C:6]([N:10]3[CH2:15][CH2:14][N:13]([CH2:16][CH2:17][CH2:18][CH2:19][CH2:20][N:21]4[C:30]5[C:25](=[CH:26][CH:27]=[CH:28][CH:29]=5)[CH2:24][CH2:23][C:22]4=[O:31])[CH2:12][CH2:11]3)=[CH:7][CH:8]=[CH:9][C:2]1=2.[Cl:32]CCCCCN1C2C(=CC=CC=2)CCC1=O.C(O)C.Cl, predict the reaction product. The product is: [ClH:32].[S:1]1[CH:5]=[CH:4][C:3]2[C:6]([N:10]3[CH2:15][CH2:14][N:13]([CH2:16][CH2:17][CH2:18][CH2:19][CH2:20][N:21]4[C:30]5[C:25](=[CH:26][CH:27]=[CH:28][CH:29]=5)[CH2:24][CH2:23][C:22]4=[O:31])[CH2:12][CH2:11]3)=[CH:7][CH:8]=[CH:9][C:2]1=2. (9) Given the reactants [Cl:1][C:2]1[CH:42]=[CH:41][C:5]([O:6][C:7]2[CH:12]=[CH:11][C:10]([N:13]3[C@@H:17]([C:18]4[CH:23]=[CH:22][CH:21]=[C:20]([C:24]([F:27])([F:26])[F:25])[CH:19]=4)[CH2:16][N:15](S(C4C=CC(C)=CC=4)(=O)=O)[C:14]3=[N:38][C:39]#[N:40])=[CH:9][CH:8]=2)=[CH:4][CH:3]=1.[Mg], predict the reaction product. The product is: [Cl:1][C:2]1[CH:3]=[CH:4][C:5]([O:6][C:7]2[CH:8]=[CH:9][C:10]([N:13]3[C@@H:17]([C:18]4[CH:23]=[CH:22][CH:21]=[C:20]([C:24]([F:25])([F:27])[F:26])[CH:19]=4)[CH2:16][NH:15][C:14]3=[N:38][C:39]#[N:40])=[CH:11][CH:12]=2)=[CH:41][CH:42]=1.